Dataset: Full USPTO retrosynthesis dataset with 1.9M reactions from patents (1976-2016). Task: Predict the reactants needed to synthesize the given product. (1) Given the product [O:21]1[CH:25]=[CH:24][C:23]([C:2]2[C:7]3[N:8]([C:11]4[CH:16]=[CH:15][CH:14]=[CH:13][CH:12]=4)[CH:9]=[N:10][C:6]=3[CH:5]=[C:4]([C:17]([F:20])([F:19])[F:18])[CH:3]=2)=[CH:22]1, predict the reactants needed to synthesize it. The reactants are: I[C:2]1[C:7]2[N:8]([C:11]3[CH:16]=[CH:15][CH:14]=[CH:13][CH:12]=3)[CH:9]=[N:10][C:6]=2[CH:5]=[C:4]([C:17]([F:20])([F:19])[F:18])[CH:3]=1.[O:21]1[CH:25]=[CH:24][C:23](B(O)O)=[CH:22]1.C(O)CCO.C(=O)([O-])[O-].[K+].[K+]. (2) The reactants are: [OH:1][CH2:2][C:3]1[CH:11]=[CH:10][C:6]([C:7]([OH:9])=O)=[CH:5][CH:4]=1.[CH2:12]([NH:14][CH2:15][CH3:16])[CH3:13].O.ON1C2C=CC=CC=2N=N1.Cl.CN(C)CCCN=C=NCC. Given the product [CH2:12]([N:14]([CH2:15][CH3:16])[C:7](=[O:9])[C:6]1[CH:5]=[CH:4][C:3]([CH2:2][OH:1])=[CH:11][CH:10]=1)[CH3:13], predict the reactants needed to synthesize it. (3) Given the product [F:19][C:17]1[CH:16]=[C:15]([F:20])[CH:14]=[C:13]2[C:18]=1[C:9]([NH:8][C:4]1[CH:3]=[C:2]([C:30]3[C:29]([F:28])=[CH:34][N:33]=[C:32]([O:35][CH3:36])[CH:31]=3)[CH:7]=[N:6][CH:5]=1)=[C:10]([CH3:27])[C:11]([C:21]1[CH:26]=[CH:25][CH:24]=[CH:23][N:22]=1)=[N:12]2, predict the reactants needed to synthesize it. The reactants are: Br[C:2]1[CH:3]=[C:4]([NH:8][C:9]2[C:18]3[C:13](=[CH:14][C:15]([F:20])=[CH:16][C:17]=3[F:19])[N:12]=[C:11]([C:21]3[CH:26]=[CH:25][CH:24]=[CH:23][N:22]=3)[C:10]=2[CH3:27])[CH:5]=[N:6][CH:7]=1.[F:28][C:29]1[C:30](B(O)O)=[CH:31][C:32]([O:35][CH3:36])=[N:33][CH:34]=1.C1(P(C2CCCCC2)C2(OC)CC=CC(OC)=C2C2C=CC=CC=2)CCCCC1.COC1C=CC=C(OC)C=1C1C=CC=CC=1P(C1CCCCC1)C1CCCCC1.[O-]P([O-])([O-])=O.[K+].[K+].[K+]. (4) Given the product [C:1]([C:4]1[CH:5]=[CH:6][C:7]([C:10]2[C:19]([N:20]([CH:22]([CH3:24])[CH3:23])[CH3:21])=[N:18][C:17]3[C:12](=[CH:13][CH:14]=[C:15]([C:25]([OH:27])=[O:26])[CH:16]=3)[N:11]=2)=[CH:8][CH:9]=1)(=[O:3])[NH2:2], predict the reactants needed to synthesize it. The reactants are: [C:1]([C:4]1[CH:9]=[CH:8][C:7]([C:10]2[C:19]([N:20]([CH:22]([CH3:24])[CH3:23])[CH3:21])=[N:18][C:17]3[C:12](=[CH:13][CH:14]=[C:15]([C:25]([O:27]C)=[O:26])[CH:16]=3)[N:11]=2)=[CH:6][CH:5]=1)(=[O:3])[NH2:2].[OH-].[Na+].O. (5) The reactants are: [CH3:1][N:2]([CH3:30])[CH2:3][CH2:4][NH:5][C:6]([C:8]1[C:21]2[C:12](=[N:13][C:14]3[C:19]([N:20]=2)=[C:18]2[CH:22]=[CH:23][CH:24]=[C:25]([O:26]C)[C:17]2=[CH:16][CH:15]=3)[CH:11]=[CH:10][C:9]=1[O:28]C)=[O:7].B(Br)(Br)Br.C(=O)([O-])[O-].[Na+].[Na+].[Cl-].[Na+]. Given the product [CH3:1][N:2]([CH3:30])[CH2:3][CH2:4][NH:5][C:6]([C:8]1[C:21]2[C:12](=[N:13][C:14]3[C:19]([N:20]=2)=[C:18]2[CH:22]=[CH:23][CH:24]=[C:25]([OH:26])[C:17]2=[CH:16][CH:15]=3)[CH:11]=[CH:10][C:9]=1[OH:28])=[O:7], predict the reactants needed to synthesize it. (6) Given the product [Cl-:18].[N+:13]([C:5]1[CH:4]=[C:3]([CH:12]=[CH:11][C:6]=1[C:7]([O:9][CH3:10])=[O:8])[CH2:1][NH3+:2])([O-:15])=[O:14], predict the reactants needed to synthesize it. The reactants are: [C:1]([C:3]1[CH:12]=[CH:11][C:6]([C:7]([O:9][CH3:10])=[O:8])=[C:5]([N+:13]([O-:15])=[O:14])[CH:4]=1)#[N:2].CO.[ClH:18]. (7) Given the product [Cl:1][C:2]1[C:7]([C:8]([OH:10])=[O:9])=[C:6]([F:18])[C:5]([NH:19][S:20]([CH2:23][CH2:24][CH3:25])(=[O:21])=[O:22])=[CH:4][CH:3]=1, predict the reactants needed to synthesize it. The reactants are: [Cl:1][C:2]1[C:7]([C:8]([O:10]CC2C=CC=CC=2)=[O:9])=[C:6]([F:18])[C:5]([N:19](S(CCC)(=O)=O)[S:20]([CH2:23][CH2:24][CH3:25])(=[O:22])=[O:21])=[CH:4][CH:3]=1.[OH-].[K+]. (8) Given the product [Cl:1][C:2]1[CH:3]=[C:4]([C:7]2[N:17]([CH2:16][C:15]([F:20])([F:19])[F:14])[N:11]=[CH:10][N:9]=2)[S:5][CH:6]=1, predict the reactants needed to synthesize it. The reactants are: [Cl:1][C:2]1[CH:3]=[C:4]([C:7]([N:9]=[CH:10][N:11](C)C)=O)[S:5][CH:6]=1.[F:14][C:15]([F:20])([F:19])[CH2:16][NH:17]N.